From a dataset of Forward reaction prediction with 1.9M reactions from USPTO patents (1976-2016). Predict the product of the given reaction. (1) Given the reactants [F:1][C:2]1([F:30])[CH2:7][CH2:6][N:5]([C:8]([C:10]2[NH:11][C:12]3[C:17]([CH:18]=2)=[CH:16][C:15]([C:19]([N:21]2[CH2:26][CH2:25][N:24]([CH:27]([CH3:29])[CH3:28])[CH2:23][CH2:22]2)=[O:20])=[CH:14][CH:13]=3)=[O:9])[CH2:4][CH2:3]1.[H-].[Na+].Br[CH:34]([CH3:36])[CH3:35], predict the reaction product. The product is: [F:30][C:2]1([F:1])[CH2:7][CH2:6][N:5]([C:8]([C:10]2[N:11]([CH:34]([CH3:36])[CH3:35])[C:12]3[C:17]([CH:18]=2)=[CH:16][C:15]([C:19]([N:21]2[CH2:22][CH2:23][N:24]([CH:27]([CH3:28])[CH3:29])[CH2:25][CH2:26]2)=[O:20])=[CH:14][CH:13]=3)=[O:9])[CH2:4][CH2:3]1. (2) Given the reactants [Br:1][C:2]1[CH:3]=[N:4][NH:5][CH:6]=1.[H-].[Na+].Br[CH:10]1[CH2:13][CH2:12][CH2:11]1, predict the reaction product. The product is: [Br:1][C:2]1[CH:3]=[N:4][N:5]([CH:10]2[CH2:13][CH2:12][CH2:11]2)[CH:6]=1. (3) Given the reactants [O:1]1[CH2:6][CH2:5][CH:4]([CH2:7][OH:8])[CH2:3][CH2:2]1.Cl[C:10]1[N:11]=[C:12]([OH:26])[C:13]2[CH:19]=[CH:18][N:17]=[C:16]([C:20]3[N:21]=[CH:22][N:23]([CH3:25])[CH:24]=3)[C:14]=2[N:15]=1, predict the reaction product. The product is: [CH3:25][N:23]1[CH:24]=[C:20]([C:16]2[C:14]3[N:15]=[C:10]([O:8][CH2:7][CH:4]4[CH2:5][CH2:6][O:1][CH2:2][CH2:3]4)[N:11]=[C:12]([OH:26])[C:13]=3[CH:19]=[CH:18][N:17]=2)[N:21]=[CH:22]1. (4) Given the reactants [C:1]([Si:5]([CH3:17])([CH3:16])[O:6][C:7]1[CH:15]=[CH:14][CH:13]=[C:12]2[C:8]=1[CH:9]=[CH:10][NH:11]2)([CH3:4])([CH3:3])[CH3:2].[CH2:18]([O:20][C:21](=[O:24])[CH2:22]Br)[CH3:19].C(=O)([O-])[O-].[Cs+].[Cs+], predict the reaction product. The product is: [CH2:18]([O:20][C:21](=[O:24])[CH2:22][N:11]1[C:12]2[C:8](=[C:7]([O:6][Si:5]([C:1]([CH3:4])([CH3:3])[CH3:2])([CH3:17])[CH3:16])[CH:15]=[CH:14][CH:13]=2)[CH:9]=[CH:10]1)[CH3:19]. (5) Given the reactants [CH3:1][CH:2]1[NH:6][CH2:5][CH:4]([CH2:7][N:8]2[C:16]3[C:11](=[CH:12][C:13]([C:17]4[CH:18]=[N:19][N:20]([CH:22]5[CH2:27][CH2:26][CH2:25][CH2:24][O:23]5)[CH:21]=4)=[CH:14][CH:15]=3)[CH:10]=[CH:9]2)[CH2:3]1.C(N(CC)CC)C.[C:35](Cl)(=[O:42])[C:36]1[CH:41]=[CH:40][CH:39]=[CH:38][CH:37]=1.C(OCC)(=O)C.CCCCCC, predict the reaction product. The product is: [CH3:1][CH:2]1[CH2:3][CH:4]([CH2:7][N:8]2[C:16]3[C:11](=[CH:12][C:13]([C:17]4[CH:18]=[N:19][N:20]([CH:22]5[CH2:27][CH2:26][CH2:25][CH2:24][O:23]5)[CH:21]=4)=[CH:14][CH:15]=3)[CH:10]=[CH:9]2)[CH2:5][N:6]1[C:35]([C:36]1[CH:41]=[CH:40][CH:39]=[CH:38][CH:37]=1)=[O:42].